From a dataset of Forward reaction prediction with 1.9M reactions from USPTO patents (1976-2016). Predict the product of the given reaction. Given the reactants Cl[C:2]1[S:3][C:4]([C:10]([O:12][CH2:13][CH3:14])=[O:11])=[C:5]([C:7]([OH:9])=[O:8])[N:6]=1.Cl.Cl.[Cl:17][C:18]1[C:22]([Cl:23])=[C:21]([CH3:24])[NH:20][C:19]=1[C:25]([NH:27][C@H:28]1[CH2:33][CH2:32][NH:31][CH2:30][C@H:29]1[N:34]1[CH:38]=[N:37][CH:36]=[N:35]1)=[O:26].CCN(C(C)C)C(C)C, predict the reaction product. The product is: [Cl:17][C:18]1[C:22]([Cl:23])=[C:21]([CH3:24])[NH:20][C:19]=1[C:25]([NH:27][C@H:28]1[CH2:33][CH2:32][N:31]([C:2]2[S:3][C:4]([C:10]([O:12][CH2:13][CH3:14])=[O:11])=[C:5]([C:7]([OH:9])=[O:8])[N:6]=2)[CH2:30][C@H:29]1[N:34]1[CH:38]=[N:37][CH:36]=[N:35]1)=[O:26].